From a dataset of Forward reaction prediction with 1.9M reactions from USPTO patents (1976-2016). Predict the product of the given reaction. (1) The product is: [CH:23]1[C:24]2[CH:25]([CH2:27][O:28][C:29]([NH:31][C:32]([CH3:37])([CH3:36])[C:33]([NH:12][C:9]3[CH:10]=[CH:11][C:6]([CH:5]=[CH:4][C:3]([OH:2])=[O:13])=[CH:7][CH:8]=3)=[O:34])=[O:30])[C:26]3[C:18](=[CH:17][CH:16]=[CH:15][CH:14]=3)[C:19]=2[CH:20]=[CH:21][CH:22]=1. Given the reactants C[O:2][C:3](=[O:13])[CH:4]=[CH:5][C:6]1[CH:11]=[CH:10][C:9]([NH2:12])=[CH:8][CH:7]=1.[CH:14]1[C:26]2[CH:25]([CH2:27][O:28][C:29]([NH:31][C:32]([CH3:37])([CH3:36])[C:33](O)=[O:34])=[O:30])[C:24]3[C:19](=[CH:20][CH:21]=[CH:22][CH:23]=3)[C:18]=2[CH:17]=[CH:16][CH:15]=1.[OH-].[Na+], predict the reaction product. (2) Given the reactants [F:1][C:2]([F:21])([F:20])[C:3]1[C:11]2[CH2:10][CH2:9][CH2:8][CH2:7][C:6]=2[N:5]([CH:12]([CH2:18][CH3:19])[C:13]([O:15]CC)=[O:14])[N:4]=1.FC(F)(F)C1C=C2C(=CC=1)NC=C2CC(OC)=O, predict the reaction product. The product is: [F:21][C:2]([F:1])([F:20])[C:3]1[C:11]2[CH2:10][CH2:9][CH2:8][CH2:7][C:6]=2[N:5]([CH:12]([CH2:18][CH3:19])[C:13]([OH:15])=[O:14])[N:4]=1. (3) Given the reactants [O:1]1[C:5]2[CH:6]=[CH:7][CH:8]=[CH:9][C:4]=2[N:3]=[C:2]1[N:10]([CH2:23][CH2:24][CH2:25][CH3:26])[CH2:11][CH2:12][C:13]1[CH:22]=[CH:21][C:16]([C:17]([NH:19][OH:20])=[NH:18])=[CH:15][CH:14]=1.N1C=CC=CC=1.[C:33]1([O:39]C(Cl)=O)C=CC=CC=1.N12CCCN=C1CCCCC2, predict the reaction product. The product is: [O:1]1[C:5]2[CH:6]=[CH:7][CH:8]=[CH:9][C:4]=2[N:3]=[C:2]1[N:10]([CH2:23][CH2:24][CH2:25][CH3:26])[CH2:11][CH2:12][C:13]1[CH:22]=[CH:21][C:16]([C:17]2[NH:18][C:33](=[O:39])[O:20][N:19]=2)=[CH:15][CH:14]=1. (4) Given the reactants [Cl:1][C:2]1[C:11](/[CH:12]=[N:13]/[S@@:14]([C:16]([CH3:19])([CH3:18])[CH3:17])=[O:15])=[CH:10][C:9]2[C:4](=[CH:5][CH:6]=[C:7]([Cl:20])[CH:8]=2)[N:3]=1.[CH3:21][Mg+].[Br-].[NH4+].[Cl-], predict the reaction product. The product is: [Cl:1][C:2]1[C:11]([C@@H:12]([NH:13][S@@:14]([C:16]([CH3:17])([CH3:19])[CH3:18])=[O:15])[CH3:21])=[CH:10][C:9]2[C:4](=[CH:5][CH:6]=[C:7]([Cl:20])[CH:8]=2)[N:3]=1.